This data is from Full USPTO retrosynthesis dataset with 1.9M reactions from patents (1976-2016). The task is: Predict the reactants needed to synthesize the given product. (1) Given the product [N+:12]([C:9]1[CH:10]=[CH:11][C:6]([NH:5][C:3]([C:2]2([CH3:1])[CH2:19][C:30]([C:27]3[CH:28]=[CH:29][C:24]([NH:23][C:20](=[O:22])[CH3:21])=[CH:25][CH:26]=3)=[N:31][N:32]2[CH3:33])=[O:4])=[CH:7][C:8]=1[C:15]([F:16])([F:17])[F:18])([O-:14])=[O:13], predict the reactants needed to synthesize it. The reactants are: [CH3:1][C:2](=[CH2:19])[C:3]([NH:5][C:6]1[CH:11]=[CH:10][C:9]([N+:12]([O-:14])=[O:13])=[C:8]([C:15]([F:18])([F:17])[F:16])[CH:7]=1)=[O:4].[C:20]([NH:23][C:24]1[CH:29]=[CH:28][C:27]([C:30](Cl)=[N:31][NH:32][CH3:33])=[CH:26][CH:25]=1)(=[O:22])[CH3:21]. (2) Given the product [CH:3]([C:4]1[C:9]([C:10]([NH2:11])=[O:18])=[CH:8][N:7]=[CH:6][CH:5]=1)=[CH:2][C:12]1[CH:17]=[CH:16][CH:15]=[CH:14][CH:13]=1, predict the reactants needed to synthesize it. The reactants are: O[CH:2]([C:12]1[CH:17]=[CH:16][CH:15]=[CH:14][CH:13]=1)[CH2:3][C:4]1[C:9]([C:10]#[N:11])=[CH:8][N:7]=[CH:6][CH:5]=1.[OH-:18].[K+]. (3) Given the product [OH:1][C@H:2]([CH2:37][NH:38][CH2:39][C:40]1[CH:45]=[CH:44][CH:43]=[C:42]([OH:46])[CH:41]=1)[C@@H:3]([NH:11][C:12](=[O:36])[C:13]1[CH:29]=[C:28]([N:30]([CH3:35])[S:31]([CH3:34])(=[O:33])=[O:32])[CH:27]=[C:15]([C:16]([NH:18][C@@H:19]([C:21]2[CH:22]=[CH:23][CH:24]=[CH:25][CH:26]=2)[CH3:20])=[O:17])[CH:14]=1)[CH2:4][C:5]1[CH:6]=[CH:7][CH:8]=[CH:9][CH:10]=1, predict the reactants needed to synthesize it. The reactants are: [OH:1][C@H:2]([CH2:37][NH:38][CH2:39][C:40]1[CH:45]=[CH:44][CH:43]=[C:42]([O:46]C)[CH:41]=1)[C@@H:3]([NH:11][C:12](=[O:36])[C:13]1[CH:29]=[C:28]([N:30]([CH3:35])[S:31]([CH3:34])(=[O:33])=[O:32])[CH:27]=[C:15]([C:16]([NH:18][C@@H:19]([C:21]2[CH:26]=[CH:25][CH:24]=[CH:23][CH:22]=2)[CH3:20])=[O:17])[CH:14]=1)[CH2:4][C:5]1[CH:10]=[CH:9][CH:8]=[CH:7][CH:6]=1.B(Br)(Br)Br. (4) Given the product [CH3:1][O:2][C:3]1[CH:8]=[C:7]([N:9]2[CH2:10][CH2:11][CH:12]([NH:15][CH3:16])[CH2:13][CH2:14]2)[CH:6]=[CH:5][N:4]=1, predict the reactants needed to synthesize it. The reactants are: [CH3:1][O:2][C:3]1[CH:8]=[C:7]([N:9]2[CH2:14][CH2:13][CH:12]([N:15](C)[C:16](=O)OCC3C=CC=CC=3)[CH2:11][CH2:10]2)[CH:6]=[CH:5][N:4]=1.